Dataset: Retrosynthesis with 50K atom-mapped reactions and 10 reaction types from USPTO. Task: Predict the reactants needed to synthesize the given product. (1) Given the product COCC1CN(C(Cc2ccc3ccccc3c2)C(=O)OC)CCN1C(=O)C(Cc1ccc(F)cc1)NC(=O)OC(C)(C)C, predict the reactants needed to synthesize it. The reactants are: CC(C)(C)OC(=O)N[C@@H](Cc1ccc(F)cc1)C(=O)O.COCC1CN(C(Cc2ccc3ccccc3c2)C(=O)OC)CCN1. (2) Given the product O=C1CCC(N2Cc3c(OCc4ccc(CN5CCC(c6cccc(F)c6)CC5)cc4)cccc3C2=O)C(=O)N1, predict the reactants needed to synthesize it. The reactants are: Fc1cccc(C2CCNCC2)c1.O=C1CCC(N2Cc3c(OCc4ccc(CBr)cc4)cccc3C2=O)C(=O)N1. (3) Given the product NC(CO)c1cccc(NC2CCCCC2)c1, predict the reactants needed to synthesize it. The reactants are: COC(=O)C(N)c1cccc(NC2CCCCC2)c1. (4) Given the product CC1(C)Cc2cc(C(=O)O)ccc2NC1c1ccccc1NC(=O)c1ccccn1, predict the reactants needed to synthesize it. The reactants are: COC(=O)c1ccc2c(c1)CC(C)(C)C(c1ccccc1NC(=O)c1ccccn1)N2. (5) Given the product COC(=O)[C@H](O)Cc1ccc(O)c(Br)c1, predict the reactants needed to synthesize it. The reactants are: CO.O=C(O)[C@H](O)Cc1ccc(O)c(Br)c1. (6) Given the product CC(Oc1cccc(Cl)c1)C(=O)NCCO[N+](=O)[O-], predict the reactants needed to synthesize it. The reactants are: CC(Oc1cccc(Cl)c1)C(=O)O.NCCO[N+](=O)[O-]. (7) Given the product CC(C)(C)OC(=O)NNC(=O)Cc1ccc(C#Cc2csc(C3CCN(C(=O)OC(C)(C)C)CC3)n2)cc1, predict the reactants needed to synthesize it. The reactants are: C#Cc1csc(C2CCN(C(=O)OC(C)(C)C)CC2)n1.CC(C)(C)OC(=O)NNC(=O)Cc1ccc(Br)cc1. (8) Given the product CCCCCCCCCCCCCCOc1ccc(CN(Cc2cccnc2)C(C)=O)cc1, predict the reactants needed to synthesize it. The reactants are: CC(=O)NCc1cccnc1.CCCCCCCCCCCCCCOc1ccc(CBr)cc1. (9) The reactants are: CC(=O)OCC=C(C)CCl.O=S([O-])c1ccc(C(F)(F)F)cc1. Given the product CC(=O)OCC=C(C)CS(=O)(=O)c1ccc(C(F)(F)F)cc1, predict the reactants needed to synthesize it.